Predict which catalyst facilitates the given reaction. From a dataset of Catalyst prediction with 721,799 reactions and 888 catalyst types from USPTO. (1) Reactant: [C:1]([O:5][C:6]([N:8]([CH2:10][C:11]1([C:14]([O:16]C)=[O:15])[CH2:13][CH2:12]1)[CH3:9])=[O:7])([CH3:4])([CH3:3])[CH3:2].O.[OH-].[Na+]. Product: [C:1]([O:5][C:6]([N:8]([CH2:10][C:11]1([C:14]([OH:16])=[O:15])[CH2:12][CH2:13]1)[CH3:9])=[O:7])([CH3:4])([CH3:2])[CH3:3]. The catalyst class is: 5. (2) Reactant: [NH:1]1[CH:7]=[CH:6][CH:5]=[CH:4][CH:3]=[N:2]1.NC1C=CC=CC=1.C(OCC)(=[O:17])C.CCCCCC. Product: [OH-:17].[NH4+:1].[NH:1]1[CH:7]=[CH:6][CH:5]=[CH:4][CH:3]=[N:2]1. The catalyst class is: 15. (3) Reactant: C(OC(=O)[NH:7][C:8]1[CH:13]=[C:12](OCC(F)(F)F)[C:11](C(F)(F)F)=[CH:10][C:9]=1[NH:24][C:25](=[O:44])[CH2:26][C:27]([C:29]1[CH:34]=[CH:33][CH:32]=[C:31]([C:35]2[CH:36]=[N:37][C:38]([CH:41]([CH3:43])[CH3:42])=[CH:39][CH:40]=2)[CH:30]=1)=O)(C)(C)C.[C:46](O)([C:48]([F:51])([F:50])[F:49])=[O:47]. Product: [CH:41]([C:38]1[N:37]=[CH:36][C:35]([C:31]2[CH:30]=[C:29]([C:27]3[CH2:26][C:25](=[O:44])[NH:24][C:9]4[CH:10]=[C:11]([C:48]([F:51])([F:50])[F:49])[C:12]([O:47][CH2:46][C:48]([F:51])([F:50])[F:49])=[CH:13][C:8]=4[N:7]=3)[CH:34]=[CH:33][CH:32]=2)=[CH:40][CH:39]=1)([CH3:42])[CH3:43]. The catalyst class is: 2. (4) Reactant: [NH2:1][C:2]1[C:7]([C:8]2[N:30]([C:31]3[CH:36]=[CH:35][C:34]([C:37]4([NH:41]C(=O)OC(C)(C)C)[CH2:40][CH2:39][CH2:38]4)=[CH:33][CH:32]=3)[C:11]3=[N:12][C:13]([C:16]4[CH:21]=[CH:20][CH:19]=[C:18]([N:22]5[CH2:27][CH2:26][S:25](=[O:29])(=[O:28])[CH2:24][CH2:23]5)[CH:17]=4)=[CH:14][CH:15]=[C:10]3[N:9]=2)=[CH:6][CH:5]=[CH:4][N:3]=1.[ClH:49].O1CCOCC1. Product: [ClH:49].[ClH:49].[ClH:49].[NH2:41][C:37]1([C:34]2[CH:33]=[CH:32][C:31]([N:30]3[C:11]4=[N:12][C:13]([C:16]5[CH:21]=[CH:20][CH:19]=[C:18]([N:22]6[CH2:27][CH2:26][S:25](=[O:28])(=[O:29])[CH2:24][CH2:23]6)[CH:17]=5)=[CH:14][CH:15]=[C:10]4[N:9]=[C:8]3[C:7]3[C:2]([NH2:1])=[N:3][CH:4]=[CH:5][CH:6]=3)=[CH:36][CH:35]=2)[CH2:40][CH2:39][CH2:38]1. The catalyst class is: 2.